Dataset: Forward reaction prediction with 1.9M reactions from USPTO patents (1976-2016). Task: Predict the product of the given reaction. The product is: [F:1][C:2]1[CH:7]=[C:6]([N:8]2[CH:12]=[N:11][C:10]([CH3:13])=[N:9]2)[C:5]([O:14][CH3:15])=[CH:4][C:3]=1[NH2:16]. Given the reactants [F:1][C:2]1[C:3]([N+:16]([O-])=O)=[CH:4][C:5]([O:14][CH3:15])=[C:6]([N:8]2[CH:12]=[N:11][C:10]([CH3:13])=[N:9]2)[CH:7]=1, predict the reaction product.